Dataset: Catalyst prediction with 721,799 reactions and 888 catalyst types from USPTO. Task: Predict which catalyst facilitates the given reaction. (1) Reactant: [Si:1]([OH:8])([C:4]([CH3:7])([CH3:6])[CH3:5])([CH3:3])[CH3:2].ClC([CH:12]=[CH:13][SiH3:14])Cl.[CH2:15]([N:17](CC)[CH2:18][CH3:19])[CH3:16].[CH2:22](NCC)C. Product: [C:4]([Si:1]([CH3:3])([CH3:2])[O:8][Si:14]([N:17]([CH2:18][CH3:19])[CH2:15][CH3:16])([CH3:22])[CH:13]=[CH2:12])([CH3:7])([CH3:6])[CH3:5]. The catalyst class is: 13. (2) Reactant: C1(P(C2C=CC=CC=2)C2C=CC=CC=2)C=CC=CC=1.[Br:20][C:21]([Br:24])(Br)Br.[C:25]([O:29][C:30]([N:32]1[C:40]2[C:35](=[CH:36][CH:37]=[CH:38][CH:39]=2)[C:34]([CH:41]=O)=[CH:33]1)=[O:31])([CH3:28])([CH3:27])[CH3:26].CCCCCC. Product: [C:25]([O:29][C:30]([N:32]1[C:40]2[C:35](=[CH:36][CH:37]=[CH:38][CH:39]=2)[C:34]([CH:41]=[C:21]([Br:24])[Br:20])=[CH:33]1)=[O:31])([CH3:28])([CH3:27])[CH3:26]. The catalyst class is: 2. (3) Reactant: [C:1]([O:5][C:6](=[O:33])[N:7]([CH2:26][C:27]1[CH:32]=[CH:31][CH:30]=[CH:29][CH:28]=1)[CH2:8][CH2:9][C:10]1[CH:15]=[CH:14][C:13]([O:16][C:17]2[CH:22]=[CH:21][C:20]([N+:23]([O-])=O)=[CH:19][CH:18]=2)=[CH:12][CH:11]=1)([CH3:4])([CH3:3])[CH3:2]. Product: [C:1]([O:5][C:6](=[O:33])[N:7]([CH2:8][CH2:9][C:10]1[CH:11]=[CH:12][C:13]([O:16][C:17]2[CH:22]=[CH:21][C:20]([NH2:23])=[CH:19][CH:18]=2)=[CH:14][CH:15]=1)[CH2:26][C:27]1[CH:28]=[CH:29][CH:30]=[CH:31][CH:32]=1)([CH3:4])([CH3:2])[CH3:3]. The catalyst class is: 43. (4) Reactant: [C:1]([O:5][C:6]([NH:8][CH2:9][C:10]1[CH:18]=[CH:17][C:13]([C:14]([OH:16])=O)=[CH:12][CH:11]=1)=[O:7])([CH3:4])([CH3:3])[CH3:2].CN1CCOCC1.C(OC(Cl)=O)C(C)C.Cl.[CH2:35]([O:37][C:38](=[O:48])[C@H:39]([CH2:41][CH2:42][C:43]([O:45][CH2:46][CH3:47])=[O:44])[NH2:40])[CH3:36]. Product: [CH2:35]([O:37][C:38](=[O:48])[C@H:39]([CH2:41][CH2:42][C:43]([O:45][CH2:46][CH3:47])=[O:44])[NH:40][C:14](=[O:16])[C:13]1[CH:12]=[CH:11][C:10]([CH2:9][NH:8][C:6]([O:5][C:1]([CH3:2])([CH3:3])[CH3:4])=[O:7])=[CH:18][CH:17]=1)[CH3:36]. The catalyst class is: 3. (5) Reactant: [CH3:1][C:2]1[N:7]=[C:6]([C:8]#[N:9])[CH:5]=[CH:4][CH:3]=1. Product: [CH3:1][C:2]1[N:7]=[C:6]([CH2:8][NH2:9])[CH:5]=[CH:4][CH:3]=1. The catalyst class is: 1. (6) Reactant: [C:1]1(=[O:7])[O:6][C:4](=[O:5])[CH2:3][CH2:2]1.[C:8]([O:12][C:13]([N:15]1[CH2:20][CH2:19][CH:18]([CH:21]2[CH2:26][CH2:25][NH:24][CH2:23][CH2:22]2)[CH2:17][CH2:16]1)=[O:14])([CH3:11])([CH3:10])[CH3:9].C([O-])([O-])=O.[K+].[K+]. Product: [C:4]([CH2:3][CH2:2][C:1]([N:24]1[CH2:23][CH2:22][CH:21]([CH:18]2[CH2:17][CH2:16][N:15]([C:13]([O:12][C:8]([CH3:11])([CH3:10])[CH3:9])=[O:14])[CH2:20][CH2:19]2)[CH2:26][CH2:25]1)=[O:7])([OH:6])=[O:5]. The catalyst class is: 1. (7) Reactant: [CH3:1][O:2][C:3]1[N:8]=[CH:7][N:6]=[C:5]([CH2:9][N:10]2[C:18]3[C:13](=[N:14][CH:15]=[CH:16][CH:17]=3)[C:12]([C:19]([OH:21])=O)=[CH:11]2)[C:4]=1[CH3:22].CN1C(=O)CCC1.C(N(CC)CC)C.Cl.[F:38][C:39]([F:45])([F:44])[O:40][CH2:41][CH2:42][NH2:43].CN(C(ON1N=NC2C=CC=NC1=2)=[N+](C)C)C.F[P-](F)(F)(F)(F)F. Product: [CH3:1][O:2][C:3]1[N:8]=[CH:7][N:6]=[C:5]([CH2:9][N:10]2[C:18]3[C:13](=[N:14][CH:15]=[CH:16][CH:17]=3)[C:12]([C:19]([NH:43][CH2:42][CH2:41][O:40][C:39]([F:45])([F:44])[F:38])=[O:21])=[CH:11]2)[C:4]=1[CH3:22]. The catalyst class is: 5. (8) Reactant: [NH:1]1[CH2:4][CH:3]([C:5]2[CH:6]=[C:7]([N:16]([CH3:23])[CH:17]3[CH2:22][CH2:21][O:20][CH2:19][CH2:18]3)[C:8]([CH3:15])=[C:9]([CH:14]=2)[C:10]([O:12][CH3:13])=[O:11])[CH2:2]1.C=O.[C:26](O)(=O)C.C(O[BH-](OC(=O)C)OC(=O)C)(=O)C.[Na+]. Product: [CH3:15][C:8]1[C:7]([N:16]([CH3:23])[CH:17]2[CH2:22][CH2:21][O:20][CH2:19][CH2:18]2)=[CH:6][C:5]([CH:3]2[CH2:2][N:1]([CH3:26])[CH2:4]2)=[CH:14][C:9]=1[C:10]([O:12][CH3:13])=[O:11]. The catalyst class is: 26.